The task is: Predict the product of the given reaction.. This data is from Forward reaction prediction with 1.9M reactions from USPTO patents (1976-2016). Given the reactants [Si:1]([O:8][CH2:9][C@H:10]1[CH2:14][C@@H:13]([N:15]2[CH:23]=[N:22][C:21]3[C:16]2=[N:17][CH:18]=[N:19][C:20]=3Cl)[CH2:12][C@@H:11]1[OH:25])([C:4]([CH3:7])([CH3:6])[CH3:5])([CH3:3])[CH3:2].C(N(CC)CC)C.[C:33]1([C:39]#[CH:40])[CH:38]=[CH:37][CH:36]=[CH:35][CH:34]=1, predict the reaction product. The product is: [Si:1]([O:8][CH2:9][C@H:10]1[CH2:14][C@@H:13]([N:15]2[CH:23]=[N:22][C:21]3[C:16]2=[N:17][CH:18]=[N:19][C:20]=3[C:40]#[C:39][C:33]2[CH:38]=[CH:37][CH:36]=[CH:35][CH:34]=2)[CH2:12][C@@H:11]1[OH:25])([C:4]([CH3:7])([CH3:6])[CH3:5])([CH3:3])[CH3:2].